Dataset: Catalyst prediction with 721,799 reactions and 888 catalyst types from USPTO. Task: Predict which catalyst facilitates the given reaction. (1) Reactant: [Cl:1][C:2]1[CH:3]=[C:4](/[CH:8]=[CH:9]/[C:10]([N:12]2[CH2:18][CH2:17][C:16](=[O:19])[NH:15][CH2:14][CH2:13]2)=[O:11])[CH:5]=[CH:6][CH:7]=1.[H-].[Na+].Br[CH2:23][CH:24]([O:28][CH2:29][CH3:30])[O:25][CH2:26][CH3:27].C([O-])(O)=O.[Na+]. Product: [Cl:1][C:2]1[CH:3]=[C:4](/[CH:8]=[CH:9]/[C:10]([N:12]2[CH2:18][CH2:17][C:16](=[O:19])[N:15]([CH2:23][CH:24]([O:28][CH2:29][CH3:30])[O:25][CH2:26][CH3:27])[CH2:14][CH2:13]2)=[O:11])[CH:5]=[CH:6][CH:7]=1. The catalyst class is: 44. (2) Reactant: [CH3:1][O:2][C:3]1[CH:4]=[C:5]([NH:15][C:16]([NH2:18])=[S:17])[CH:6]=[CH:7][C:8]=1[N:9]1[CH:13]=[C:12]([CH3:14])[N:11]=[CH:10]1.Br[CH2:20][C:21](=O)[C:22]([O:24][CH2:25][CH3:26])=[O:23]. Product: [CH2:25]([O:24][C:22]([C:21]1[N:18]=[C:16]([NH:15][C:5]2[CH:6]=[CH:7][C:8]([N:9]3[CH:13]=[C:12]([CH3:14])[N:11]=[CH:10]3)=[C:3]([O:2][CH3:1])[CH:4]=2)[S:17][CH:20]=1)=[O:23])[CH3:26]. The catalyst class is: 14. (3) Reactant: [Cl:1][C:2]1[CH:3]=[C:4]([OH:12])[CH:5]=[C:6]([C:8]([F:11])([F:10])[F:9])[CH:7]=1.F[C:14]1[CH:21]=[CH:20][C:17]([CH:18]=[O:19])=[CH:16][CH:15]=1.C([O-])([O-])=O.[K+].[K+]. Product: [Cl:1][C:2]1[CH:3]=[C:4]([O:12][C:14]2[CH:21]=[CH:20][C:17]([CH:18]=[O:19])=[CH:16][CH:15]=2)[CH:5]=[C:6]([C:8]([F:10])([F:11])[F:9])[CH:7]=1. The catalyst class is: 18. (4) Reactant: [CH:1]1[CH:6]=[CH:5][C:4]([CH2:7][CH2:8][NH2:9])=[CH:3][CH:2]=1.[Br:10][C:11]1[S:15][C:14]([C:16](Cl)=[O:17])=[CH:13][CH:12]=1. Product: [Br:10][C:11]1[S:15][C:14]([C:16]([NH:9][CH2:8][CH2:7][C:4]2[CH:5]=[CH:6][CH:1]=[CH:2][CH:3]=2)=[O:17])=[CH:13][CH:12]=1. The catalyst class is: 1. (5) Reactant: [C:1]1([S:7]([CH2:9]P(=O)(OCC)OCC)=[O:8])[CH:6]=[CH:5][CH:4]=[CH:3][CH:2]=1.CC(C)([O-])C.[K+].[Cl:24][C:25]1[CH:26]=[C:27]([C:32](=O)[C:33]([F:36])([F:35])[F:34])[CH:28]=[C:29]([Cl:31])[CH:30]=1. Product: [C:1]1([S:7]([CH:9]=[C:32]([C:27]2[CH:28]=[C:29]([Cl:31])[CH:30]=[C:25]([Cl:24])[CH:26]=2)[C:33]([F:36])([F:35])[F:34])=[O:8])[CH:2]=[CH:3][CH:4]=[CH:5][CH:6]=1. The catalyst class is: 11. (6) Reactant: C(O)C.O1CCCC1.[S:9]1[CH:13]=[CH:12][N:11]=[C:10]1[C:14]1[CH:21]=[CH:20][C:17]([CH:18]=[O:19])=[CH:16][CH:15]=1.[BH4-].[Na+]. Product: [S:9]1[CH:13]=[CH:12][N:11]=[C:10]1[C:14]1[CH:15]=[CH:16][C:17]([CH2:18][OH:19])=[CH:20][CH:21]=1. The catalyst class is: 6.